This data is from Full USPTO retrosynthesis dataset with 1.9M reactions from patents (1976-2016). The task is: Predict the reactants needed to synthesize the given product. (1) The reactants are: [C:1]([C:9]1[C:10](=[O:20])[N:11]([CH3:19])[C:12](=[O:18])[N:13]([CH3:17])[C:14]=1[CH2:15]Br)(=O)[C:2]1[CH:7]=[CH:6][CH:5]=[CH:4][CH:3]=1.Cl.[NH2:22][CH2:23][CH2:24][CH2:25][C:26]([O:28][CH2:29][CH3:30])=[O:27].C(N(CC)CC)C. Given the product [CH2:29]([O:28][C:26](=[O:27])[CH2:25][CH2:24][CH2:23][N:22]1[C:1]([C:2]2[CH:7]=[CH:6][CH:5]=[CH:4][CH:3]=2)=[C:9]2[C:14]([N:13]([CH3:17])[C:12](=[O:18])[N:11]([CH3:19])[C:10]2=[O:20])=[CH:15]1)[CH3:30], predict the reactants needed to synthesize it. (2) Given the product [CH2:29]([N:5]1[C@@H:6]2[CH2:20][N:19]([C:21]([O:23][C:24]([CH3:27])([CH3:26])[CH3:25])=[O:22])[CH2:18][C@@H:7]2[C:8]2[CH:9]=[CH:10][CH:11]=[C:12]([C:14]([F:16])([F:17])[F:15])[C:13]=2[C:4]1=[O:3])[CH3:30], predict the reactants needed to synthesize it. The reactants are: [H-].[Na+].[O:3]=[C:4]1[C:13]2[C:12]([C:14]([F:17])([F:16])[F:15])=[CH:11][CH:10]=[CH:9][C:8]=2[C@H:7]2[CH2:18][N:19]([C:21]([O:23][C:24]([CH3:27])([CH3:26])[CH3:25])=[O:22])[CH2:20][C@H:6]2[NH:5]1.I[CH2:29][CH3:30]. (3) Given the product [OH:12][C:6]1[CH:5]=[C:4]([C:14]2[CH:19]=[CH:18][CH:17]=[CH:16][CH:15]=2)[C:3]2[N:20]=[CH:25][CH:23]=[N:1][C:2]=2[C:7]=1[C:8]([OH:10])=[O:9], predict the reactants needed to synthesize it. The reactants are: [NH2:1][C:2]1[C:3]([N+:20]([O-])=O)=[C:4]([C:14]2[CH:19]=[CH:18][CH:17]=[CH:16][CH:15]=2)[CH:5]=[C:6]([O:12]C)[C:7]=1[C:8]([O:10]C)=[O:9].[CH:23]([CH:25]=O)=O.B(Br)(Br)Br. (4) Given the product [CH2:12]([N:9]1[CH2:10][CH2:11][C:6]([S:19]([C:22]2[CH:27]=[CH:26][C:25]([O:28][C:29]3[CH:30]=[CH:31][C:32]([Cl:35])=[CH:33][CH:34]=3)=[CH:24][CH:23]=2)(=[O:20])=[O:21])([C:4]([OH:5])=[O:3])[CH2:7][CH2:8]1)[C:13]1[CH:18]=[CH:17][CH:16]=[CH:15][CH:14]=1, predict the reactants needed to synthesize it. The reactants are: C([O:3][C:4]([C:6]1([S:19]([C:22]2[CH:27]=[CH:26][C:25]([O:28][C:29]3[CH:34]=[CH:33][C:32]([Cl:35])=[CH:31][CH:30]=3)=[CH:24][CH:23]=2)(=[O:21])=[O:20])[CH2:11][CH2:10][N:9]([CH2:12][C:13]2[CH:18]=[CH:17][CH:16]=[CH:15][CH:14]=2)[CH2:8][CH2:7]1)=[O:5])C. (5) Given the product [CH3:29][C:27]1[N:28]=[C:23]([NH:1][C:2]2[S:3][C:4]([C:10]3[CH:11]=[N:12][C:13]([N:16]4[CH2:21][CH2:20][O:19][CH2:18][CH2:17]4)=[CH:14][CH:15]=3)=[CH:5][C:6]=2[C:7]([NH2:9])=[O:8])[CH:24]=[CH:25][C:26]=1[CH:30]([OH:35])[C:31]([F:34])([F:32])[F:33], predict the reactants needed to synthesize it. The reactants are: [NH2:1][C:2]1[S:3][C:4]([C:10]2[CH:11]=[N:12][C:13]([N:16]3[CH2:21][CH2:20][O:19][CH2:18][CH2:17]3)=[CH:14][CH:15]=2)=[CH:5][C:6]=1[C:7]([NH2:9])=[O:8].Cl[C:23]1[N:28]=[C:27]([CH3:29])[C:26]([CH:30]([OH:35])[C:31]([F:34])([F:33])[F:32])=[CH:25][CH:24]=1.